This data is from Forward reaction prediction with 1.9M reactions from USPTO patents (1976-2016). The task is: Predict the product of the given reaction. (1) The product is: [Cl:40][C:24]1[CH:23]=[C:22]([N:11]([CH2:10][CH2:9][OH:8])[C:12]([C:14]2[C:15]([Cl:21])=[N:16][CH:17]=[N:18][C:19]=2[Cl:20])=[O:13])[CH:27]=[CH:26][C:25]=1[N:28]1[CH2:32][CH2:31][N:30]([CH2:33][C:34]([O:36][CH2:37][CH3:38])=[O:35])[C:29]1=[O:39]. Given the reactants [Si]([O:8][CH2:9][CH2:10][N:11]([C:22]1[CH:27]=[CH:26][C:25]([N:28]2[CH2:32][CH2:31][N:30]([CH2:33][C:34]([O:36][CH2:37][CH3:38])=[O:35])[C:29]2=[O:39])=[C:24]([Cl:40])[CH:23]=1)[C:12]([C:14]1[C:15]([Cl:21])=[N:16][CH:17]=[N:18][C:19]=1[Cl:20])=[O:13])(C(C)(C)C)(C)C.Cl.O, predict the reaction product. (2) Given the reactants [CH:1]1([CH2:7][CH2:8][C:9]([O:11][CH2:12][CH3:13])=[O:10])[CH2:6][CH2:5][CH2:4][CH2:3][CH2:2]1.C1(C2[O:22]N2S(C2C=CC=CC=2)(=O)=O)C=CC=CC=1.[Cl-].[NH4+], predict the reaction product. The product is: [CH2:12]([O:11][C:9](=[O:10])[CH:8]([OH:22])[CH2:7][CH:1]1[CH2:6][CH2:5][CH2:4][CH2:3][CH2:2]1)[CH3:13]. (3) The product is: [C:8]([C:10]1[CH:11]=[C:12]([CH2:16][CH2:17][CH:18]2[CH2:23][CH2:22][N:21]([C:24]([O:26][C:27]3[CH:28]=[N:29][CH:30]=[C:31]([CH:36]=3)[C:32]([OH:34])=[O:33])=[O:25])[CH2:20][CH2:19]2)[CH:13]=[CH:14][CH:15]=1)#[N:9]. Given the reactants [OH-].[Na+].C1COCC1.[C:8]([C:10]1[CH:11]=[C:12]([CH2:16][CH2:17][CH:18]2[CH2:23][CH2:22][N:21]([C:24]([O:26][C:27]3[CH:28]=[N:29][CH:30]=[C:31]([CH:36]=3)[C:32]([O:34]C)=[O:33])=[O:25])[CH2:20][CH2:19]2)[CH:13]=[CH:14][CH:15]=1)#[N:9].Cl, predict the reaction product. (4) Given the reactants [CH3:1][O:2][C:3]1[CH:14]=[C:13]([O:15][CH2:16][C:17]2[C:18]([CH3:29])=[C:19]([C:23]3[CH:28]=[CH:27][CH:26]=[CH:25][CH:24]=3)[CH:20]=[CH:21][CH:22]=2)[CH:12]=[C:11]([O:30][CH3:31])[C:4]=1[CH2:5][N:6]([CH3:10])[CH2:7][CH2:8][NH2:9].CCN(C(C)C)C(C)C.[C:41](Cl)(=[O:44])[CH:42]=[CH2:43], predict the reaction product. The product is: [CH3:31][O:30][C:11]1[CH:12]=[C:13]([O:15][CH2:16][C:17]2[CH:22]=[CH:21][CH:20]=[C:19]([C:23]3[CH:28]=[CH:27][CH:26]=[CH:25][CH:24]=3)[C:18]=2[CH3:29])[CH:14]=[C:3]([O:2][CH3:1])[C:4]=1[CH2:5][N:6]([CH3:10])[CH2:7][CH2:8][NH:9][C:41](=[O:44])[CH:42]=[CH2:43]. (5) Given the reactants C(OC([N:7]1[CH2:28][CH2:27][C:11]2[C:12]3[C:13]([CH3:26])([CH3:25])[CH2:14][CH2:15][C:16]=3[C:17]([C:19]3[CH:24]=[CH:23][CH:22]=[CH:21][CH:20]=3)=[CH:18][C:10]=2[CH2:9][CH2:8]1)=O)CC.[Si](I)(C)(C)C, predict the reaction product. The product is: [CH3:25][C:13]1([CH3:26])[C:12]2[C:11]3[CH2:27][CH2:28][NH:7][CH2:8][CH2:9][C:10]=3[CH:18]=[C:17]([C:19]3[CH:20]=[CH:21][CH:22]=[CH:23][CH:24]=3)[C:16]=2[CH2:15][CH2:14]1. (6) Given the reactants Cl[C:2]1[C:11]([N+:12]([O-:14])=[O:13])=[CH:10][CH:9]=[CH:8][C:3]=1[C:4]([O:6][CH3:7])=[O:5].[CH3:15][O:16][C:17]1[C:26]2[CH2:25][CH2:24][CH2:23][CH2:22][C:21]=2[CH:20]=[CH:19][C:18]=1B(O)O.C(=O)([O-])[O-].[Na+].[Na+], predict the reaction product. The product is: [CH3:15][O:16][C:17]1[C:26]2[CH2:25][CH2:24][CH2:23][CH2:22][C:21]=2[CH:20]=[CH:19][C:18]=1[C:2]1[C:11]([N+:12]([O-:14])=[O:13])=[CH:10][CH:9]=[CH:8][C:3]=1[C:4]([O:6][CH3:7])=[O:5]. (7) Given the reactants O=[C:2]([CH3:8])[CH2:3][CH2:4][CH2:5][C:6]#[N:7].[NH2:9][C:10]1[C:15]([CH:16]=O)=[CH:14][CH:13]=[CH:12][N:11]=1, predict the reaction product. The product is: [CH3:8][C:2]1[C:3]([CH2:4][CH2:5][C:6]#[N:7])=[CH:16][C:15]2[C:10](=[N:11][CH:12]=[CH:13][CH:14]=2)[N:9]=1.